Dataset: Forward reaction prediction with 1.9M reactions from USPTO patents (1976-2016). Task: Predict the product of the given reaction. The product is: [CH3:15][N:14]1[C:10]([C:8]([C:3]2[C:2]([CH3:1])=[CH:7][CH:6]=[CH:5][N:4]=2)=[N:17][OH:18])=[N:11][N:12]=[N:13]1. Given the reactants [CH3:1][C:2]1[C:3]([C:8]([C:10]2[N:14]([CH3:15])[N:13]=[N:12][N:11]=2)=O)=[N:4][CH:5]=[CH:6][CH:7]=1.Cl.[NH2:17][OH:18], predict the reaction product.